From a dataset of Full USPTO retrosynthesis dataset with 1.9M reactions from patents (1976-2016). Predict the reactants needed to synthesize the given product. Given the product [Br:13][C:14]1[CH:15]=[C:16]([CH:18]=[CH:19][CH:20]=1)[NH:17][C:3]1[C:4]2[CH:12]=[N:11][CH:10]=[CH:9][C:5]=2[N:6]=[CH:7][N:8]=1, predict the reactants needed to synthesize it. The reactants are: CS[C:3]1[C:4]2[CH:12]=[N:11][CH:10]=[CH:9][C:5]=2[N:6]=[CH:7][N:8]=1.[Br:13][C:14]1[CH:15]=[C:16]([CH:18]=[CH:19][CH:20]=1)[NH2:17].